Dataset: NCI-60 drug combinations with 297,098 pairs across 59 cell lines. Task: Regression. Given two drug SMILES strings and cell line genomic features, predict the synergy score measuring deviation from expected non-interaction effect. (1) Drug 1: CC12CCC(CC1=CCC3C2CCC4(C3CC=C4C5=CN=CC=C5)C)O. Drug 2: C1CC(C1)(C(=O)O)C(=O)O.[NH2-].[NH2-].[Pt+2]. Cell line: COLO 205. Synergy scores: CSS=12.2, Synergy_ZIP=6.66, Synergy_Bliss=8.82, Synergy_Loewe=5.21, Synergy_HSA=5.16. (2) Drug 1: CS(=O)(=O)CCNCC1=CC=C(O1)C2=CC3=C(C=C2)N=CN=C3NC4=CC(=C(C=C4)OCC5=CC(=CC=C5)F)Cl. Drug 2: C1=NNC2=C1C(=O)NC=N2. Cell line: MOLT-4. Synergy scores: CSS=2.37, Synergy_ZIP=-1.02, Synergy_Bliss=-1.60, Synergy_Loewe=-1.21, Synergy_HSA=-1.20. (3) Drug 1: CCCCCOC(=O)NC1=NC(=O)N(C=C1F)C2C(C(C(O2)C)O)O. Drug 2: C1=CC=C(C(=C1)C(C2=CC=C(C=C2)Cl)C(Cl)Cl)Cl. Cell line: MALME-3M. Synergy scores: CSS=-0.0185, Synergy_ZIP=5.78, Synergy_Bliss=-0.160, Synergy_Loewe=-0.512, Synergy_HSA=-1.21. (4) Drug 1: C1=CC(=CC=C1CC(C(=O)O)N)N(CCCl)CCCl.Cl. Drug 2: CCC1(C2=C(COC1=O)C(=O)N3CC4=CC5=C(C=CC(=C5CN(C)C)O)N=C4C3=C2)O.Cl. Cell line: HCT116. Synergy scores: CSS=35.8, Synergy_ZIP=-3.71, Synergy_Bliss=1.26, Synergy_Loewe=-8.85, Synergy_HSA=2.91. (5) Drug 1: CC1=C(N=C(N=C1N)C(CC(=O)N)NCC(C(=O)N)N)C(=O)NC(C(C2=CN=CN2)OC3C(C(C(C(O3)CO)O)O)OC4C(C(C(C(O4)CO)O)OC(=O)N)O)C(=O)NC(C)C(C(C)C(=O)NC(C(C)O)C(=O)NCCC5=NC(=CS5)C6=NC(=CS6)C(=O)NCCC[S+](C)C)O. Drug 2: CCC1(CC2CC(C3=C(CCN(C2)C1)C4=CC=CC=C4N3)(C5=C(C=C6C(=C5)C78CCN9C7C(C=CC9)(C(C(C8N6C)(C(=O)OC)O)OC(=O)C)CC)OC)C(=O)OC)O.OS(=O)(=O)O. Cell line: TK-10. Synergy scores: CSS=3.71, Synergy_ZIP=-1.79, Synergy_Bliss=3.92, Synergy_Loewe=-0.0261, Synergy_HSA=0.922. (6) Drug 1: C1CN(P(=O)(OC1)NCCCl)CCCl. Drug 2: CC1C(C(CC(O1)OC2CC(CC3=C2C(=C4C(=C3O)C(=O)C5=CC=CC=C5C4=O)O)(C(=O)C)O)N)O. Cell line: HT29. Synergy scores: CSS=30.8, Synergy_ZIP=3.77, Synergy_Bliss=3.65, Synergy_Loewe=-47.4, Synergy_HSA=1.92. (7) Drug 1: C1CCC(C1)C(CC#N)N2C=C(C=N2)C3=C4C=CNC4=NC=N3. Drug 2: CNC(=O)C1=NC=CC(=C1)OC2=CC=C(C=C2)NC(=O)NC3=CC(=C(C=C3)Cl)C(F)(F)F. Cell line: SF-295. Synergy scores: CSS=16.1, Synergy_ZIP=-5.66, Synergy_Bliss=-4.51, Synergy_Loewe=-9.21, Synergy_HSA=-2.89. (8) Drug 1: CCCS(=O)(=O)NC1=C(C(=C(C=C1)F)C(=O)C2=CNC3=C2C=C(C=N3)C4=CC=C(C=C4)Cl)F. Drug 2: CC1=C2C(C(=O)C3(C(CC4C(C3C(C(C2(C)C)(CC1OC(=O)C(C(C5=CC=CC=C5)NC(=O)OC(C)(C)C)O)O)OC(=O)C6=CC=CC=C6)(CO4)OC(=O)C)O)C)O. Cell line: MCF7. Synergy scores: CSS=37.2, Synergy_ZIP=9.50, Synergy_Bliss=9.63, Synergy_Loewe=-20.9, Synergy_HSA=8.48.